Dataset: Full USPTO retrosynthesis dataset with 1.9M reactions from patents (1976-2016). Task: Predict the reactants needed to synthesize the given product. (1) Given the product [CH:14]([CH:12]1[N:11]2[C:6](=[CH:7][C:8](=[O:22])[C:9]([C:17]([O:19][CH2:20][CH3:21])=[O:18])=[CH:10]2)[C:5]2[CH:23]=[C:24]([O:25][CH3:26])[C:2]([O:1][CH2:34][CH2:35][O:36][CH3:37])=[CH:3][C:4]=2[CH2:13]1)([CH3:16])[CH3:15], predict the reactants needed to synthesize it. The reactants are: [OH:1][C:2]1[C:24]([O:25][CH3:26])=[CH:23][C:5]2[C:6]3[N:11]([CH:12]([CH:14]([CH3:16])[CH3:15])[CH2:13][C:4]=2[CH:3]=1)[CH:10]=[C:9]([C:17]([O:19][CH2:20][CH3:21])=[O:18])[C:8](=[O:22])[CH:7]=3.C(=O)([O-])[O-].[K+].[K+].Br[CH2:34][CH2:35][O:36][CH3:37].O. (2) Given the product [CH3:1][N:2]1[CH2:24][CH2:23][C:5]2[N:6]([CH2:14]/[C:56](/[C:50]3[CH:55]=[CH:54][CH:53]=[CH:52][CH:51]=3)=[CH:30]/[C:25]([O:27][CH2:28][CH3:29])=[O:26])[C:7]3[CH:8]=[CH:9][C:10]([CH3:13])=[CH:11][C:12]=3[C:4]=2[CH2:3]1, predict the reactants needed to synthesize it. The reactants are: [CH3:1][N:2]1[CH2:24][CH2:23][C:5]2[N:6]([CH2:14]C(C3C=CC=CC=3)=O)[C:7]3[CH:8]=[CH:9][C:10]([CH3:13])=[CH:11][C:12]=3[C:4]=2[CH2:3]1.[C:25]([CH:30]=P(C1C=CC=CC=1)(C1C=CC=CC=1)C1C=CC=CC=1)([O:27][CH2:28][CH3:29])=[O:26].[C:50]1([CH3:56])[CH:55]=[CH:54][CH:53]=[CH:52][CH:51]=1. (3) Given the product [F:23][C:24]1[CH:29]=[CH:28][CH:27]=[CH:26][C:25]=1[S:30]([N:8]1[CH2:7][CH2:6][N:5]([C:9]([O:11][C:12]([CH3:15])([CH3:14])[CH3:13])=[O:10])[CH2:4][CH:3]1[CH2:2][OH:1])(=[O:32])=[O:31], predict the reactants needed to synthesize it. The reactants are: [OH:1][CH2:2][CH:3]1[NH:8][CH2:7][CH2:6][N:5]([C:9]([O:11][C:12]([CH3:15])([CH3:14])[CH3:13])=[O:10])[CH2:4]1.C(N(CC)CC)C.[F:23][C:24]1[CH:29]=[CH:28][CH:27]=[CH:26][C:25]=1[S:30](Cl)(=[O:32])=[O:31].O.